The task is: Predict the product of the given reaction.. This data is from Forward reaction prediction with 1.9M reactions from USPTO patents (1976-2016). (1) Given the reactants [Cl:1][C:2]1[N:7]2[CH:8]=[CH:9][N:10]=[C:6]2[C:5]([O:11][CH2:12][C@@H:13]2CCCN(C(OC(C)(C)C)=O)[CH2:14]2)=[N:4][C:3]=1[C:26]1[CH:31]=[CH:30][C:29]([C:32]#[N:33])=[CH:28][CH:27]=1.FC(F)(F)C(O)=O.[N:41]12[CH2:51][CH2:50][CH2:49][N:48]=[C:47]1CC[CH2:44][CH2:43][CH2:42]2.C(#N)C=C, predict the reaction product. The product is: [Cl:1][C:2]1[N:7]2[CH:8]=[CH:9][N:10]=[C:6]2[C:5]([O:11][CH2:12][CH2:13][C@H:14]2[CH2:44][CH2:43][CH2:42][N:41]([CH2:51][CH2:50][C:49]#[N:48])[CH2:47]2)=[N:4][C:3]=1[C:26]1[CH:31]=[CH:30][C:29]([C:32]#[N:33])=[CH:28][CH:27]=1. (2) Given the reactants [NH2:1][C:2]1[C:10]2[C:5](=[C:6]([O:29]COC)[CH:7]=[CH:8][C:9]=2[C:11]2[CH:16]=[CH:15][C:14]([NH:17][C:18]([NH:20][C:21]3[CH:26]=[C:25]([CH3:27])[CH:24]=[CH:23][C:22]=3[F:28])=[O:19])=[CH:13][CH:12]=2)[NH:4][N:3]=1.Cl.CO.C1COCC1, predict the reaction product. The product is: [NH2:1][C:2]1[C:10]2[C:5](=[C:6]([OH:29])[CH:7]=[CH:8][C:9]=2[C:11]2[CH:16]=[CH:15][C:14]([NH:17][C:18]([NH:20][C:21]3[CH:26]=[C:25]([CH3:27])[CH:24]=[CH:23][C:22]=3[F:28])=[O:19])=[CH:13][CH:12]=2)[NH:4][N:3]=1. (3) Given the reactants [CH3:1][O:2][C:3]1[CH:4]=[C:5]([CH:26]=[CH:27][C:28]=1[N:29]1[CH:33]=[N:32][C:31]([CH3:34])=[N:30]1)[C:6]([NH:8][N:9]1[CH2:14][CH2:13][CH2:12][CH:11]([C:15]2[CH:20]=[CH:19][CH:18]=[CH:17][C:16]=2[C:21]([F:24])([F:23])[F:22])[C:10]1=O)=O.P(Cl)(Cl)(Cl)=O.C([O-])(=O)C.[NH4+:44], predict the reaction product. The product is: [CH3:1][O:2][C:3]1[CH:4]=[C:5]([C:6]2[N:44]=[C:10]3[CH:11]([C:15]4[CH:20]=[CH:19][CH:18]=[CH:17][C:16]=4[C:21]([F:24])([F:22])[F:23])[CH2:12][CH2:13][CH2:14][N:9]3[N:8]=2)[CH:26]=[CH:27][C:28]=1[N:29]1[CH:33]=[N:32][C:31]([CH3:34])=[N:30]1. (4) Given the reactants [F:1][C:2]([F:41])([F:40])[C:3]1[CH:4]=[C:5]([C:13]([CH3:39])([CH3:38])[C:14]([N:16]([C@H:18]2[C@H:22]([C:23]3[CH:28]=[CH:27][C:26]([F:29])=[CH:25][CH:24]=3)[CH2:21][N:20]([C:30]([N:32]3[CH2:37][CH2:36]S[CH2:34][CH2:33]3)=[O:31])[CH2:19]2)[CH3:17])=[O:15])[CH:6]=[C:7]([C:9]([F:12])([F:11])[F:10])[CH:8]=1.[OH:42][S:43]([O-:46])(=O)=O.OS(O[O-])(=O)=O.OS(O[O-])(=O)=O.[O-]S([O-])(=O)=O.[K+].[K+].[K+].[K+].[K+].OS([O-])=O.[Na+].C([O-])(O)=O.[Na+], predict the reaction product. The product is: [F:12][C:9]([F:10])([F:11])[C:7]1[CH:6]=[C:5]([C:13]([CH3:39])([CH3:38])[C:14]([N:16]([C@H:18]2[C@H:22]([C:23]3[CH:28]=[CH:27][C:26]([F:29])=[CH:25][CH:24]=3)[CH2:21][N:20]([C:30]([N:32]3[CH2:37][CH2:36][S:43](=[O:46])(=[O:42])[CH2:34][CH2:33]3)=[O:31])[CH2:19]2)[CH3:17])=[O:15])[CH:4]=[C:3]([C:2]([F:1])([F:40])[F:41])[CH:8]=1. (5) The product is: [Cl:29][C:30]1[C:31]([O:8][C:5]2[CH:6]=[CH:7][C:2]([F:1])=[CH:3][C:4]=2[C:9]2[C:10]([N+:20]([O-:22])=[O:21])=[N:11][N:12]([CH:14]3[CH2:19][CH2:18][CH2:17][CH2:16][O:15]3)[CH:13]=2)=[CH:32][C:33]([F:52])=[C:34]([S:36]([C:54]2[S:55][CH:57]=[C:10]([NH:20][C:23]([O:24][C:4]([CH3:9])([CH3:5])[CH3:3])=[O:26])[N:11]=2)(=[O:37])=[O:38])[CH:35]=1. Given the reactants [F:1][C:2]1[CH:7]=[CH:6][C:5]([OH:8])=[C:4]([C:9]2[C:10]([N+:20]([O-:22])=[O:21])=[N:11][N:12]([CH:14]3[CH2:19][CH2:18][CH2:17][CH2:16][O:15]3)[CH:13]=2)[CH:3]=1.[C:23](=[O:26])([O-])[O-:24].[K+].[K+].[Cl:29][C:30]1[C:31](F)=[CH:32][C:33]([F:52])=[C:34]([S:36](N(C2N=CSC=2)C(=O)OC(C)(C)C)(=[O:38])=[O:37])[CH:35]=1.[CH3:54][S:55]([CH3:57])=O, predict the reaction product.